From a dataset of Reaction yield outcomes from USPTO patents with 853,638 reactions. Predict the reaction yield, written as a fraction of the theoretical maximum amount of product (1.0 means a 100% yield; for example, 0.34 means a 34% yield). (1) The reactants are [CH3:1][C:2]1[S:3][C:4]2[CH:10]=[CH:9][CH:8]=[CH:7][C:5]=2[N:6]=1.[I:11][CH2:12][CH2:13][C:14]([OH:16])=[O:15].CCOCC. The catalyst is CO. The product is [I-:11].[C:14]([CH2:13][CH2:12][N+:6]1[C:5]2[CH:7]=[CH:8][CH:9]=[CH:10][C:4]=2[S:3][C:2]=1[CH3:1])([OH:16])=[O:15]. The yield is 0.680. (2) The reactants are [CH:1](=O)[CH2:2][CH2:3][CH2:4][CH3:5].[C:7]([O:11][C:12](=[O:29])[NH:13][CH2:14][CH2:15][NH:16][CH2:17][C:18]1[CH:23]=[CH:22][C:21]([O:24][C:25]([F:28])([F:27])[F:26])=[CH:20][CH:19]=1)([CH3:10])([CH3:9])[CH3:8].C(O[BH-](OC(=O)C)OC(=O)C)(=O)C.[Na+]. The catalyst is C(Cl)Cl. The product is [C:7]([O:11][C:12](=[O:29])[NH:13][CH2:14][CH2:15][N:16]([CH2:1][CH2:2][CH2:3][CH2:4][CH3:5])[CH2:17][C:18]1[CH:19]=[CH:20][C:21]([O:24][C:25]([F:27])([F:28])[F:26])=[CH:22][CH:23]=1)([CH3:10])([CH3:8])[CH3:9]. The yield is 0.950. (3) The reactants are O[Li].O.C([O:7][CH:8]1[C:12]2[N:13]=[CH:14][N:15]=[C:16]([N:17]3[CH2:22][CH2:21][N:20]([C:23]([O:25][C:26]([CH3:29])([CH3:28])[CH3:27])=[O:24])[CH2:19][CH2:18]3)[C:11]=2[C@H:10]([CH3:30])[CH2:9]1)(=O)C.C1COCC1.[NH4+].[Cl-]. The catalyst is O. The product is [OH:7][CH:8]1[C:12]2[N:13]=[CH:14][N:15]=[C:16]([N:17]3[CH2:22][CH2:21][N:20]([C:23]([O:25][C:26]([CH3:29])([CH3:28])[CH3:27])=[O:24])[CH2:19][CH2:18]3)[C:11]=2[C@H:10]([CH3:30])[CH2:9]1. The yield is 0.564. (4) The reactants are [O:1]=[C:2]([C:12]1[CH:17]=[CH:16][CH:15]=[CH:14][CH:13]=1)[CH2:3][NH:4][C:5](=[O:11])[O:6][C:7]([CH3:10])([CH3:9])[CH3:8].[CH2:18]=[O:19].[C:20]([O-:23])([O-])=O.[K+].[K+].Cl.[Na+].[Cl-]. The catalyst is CCO. The product is [OH:19][CH2:18][C:3]([NH:4][C:5](=[O:11])[O:6][C:7]([CH3:10])([CH3:8])[CH3:9])([CH2:20][OH:23])[C:2](=[O:1])[C:12]1[CH:17]=[CH:16][CH:15]=[CH:14][CH:13]=1. The yield is 0.410. (5) The reactants are C(O[C:6](=[O:15])[NH:7][C@H:8]1[CH2:13][CH2:12][C@@H:11]([NH2:14])[CH2:10][CH2:9]1)(C)(C)C.[N+:16]([C:19]1[CH:20]=[C:21]([CH:25]=[CH:26][CH:27]=1)C(Cl)=O)([O-:18])=[O:17].CCN(C(C)C)C(C)C.C(Cl)Cl.[C:40]([OH:46])([C:42]([F:45])([F:44])[F:43])=[O:41]. The catalyst is C(Cl)Cl. The product is [F:43][C:42]([F:45])([F:44])[C:40]([OH:46])=[O:41].[NH2:14][C@@H:11]1[CH2:10][CH2:9][C@H:8]([NH:7][C:6](=[O:15])[C:26]2[CH:25]=[CH:21][CH:20]=[C:19]([N+:16]([O-:18])=[O:17])[CH:27]=2)[CH2:13][CH2:12]1. The yield is 0.830.